Dataset: Full USPTO retrosynthesis dataset with 1.9M reactions from patents (1976-2016). Task: Predict the reactants needed to synthesize the given product. (1) The reactants are: [CH2:1]([O:8][NH:9][CH2:10][CH:11]1[C:16](=[O:17])[NH:15][C:14]2[CH:18]=[CH:19][CH:20]=[CH:21][C:13]=2[S:12]1)[C:2]1[CH:7]=[CH:6][CH:5]=[CH:4][CH:3]=1.[C:22](OC(=O)C)(=[O:24])C. Given the product [CH2:1]([O:8][N:9]([CH2:10][CH:11]1[C:16](=[O:17])[NH:15][C:14]2[CH:18]=[CH:19][CH:20]=[CH:21][C:13]=2[S:12]1)[CH:22]=[O:24])[C:2]1[CH:3]=[CH:4][CH:5]=[CH:6][CH:7]=1, predict the reactants needed to synthesize it. (2) Given the product [CH2:26]([CH:28]([C:31]1[C:32]2[N:33]([C:38]([C:42]3[S:46][C:45]4[CH:47]=[CH:48][C:49]([O:5][CH3:4])=[CH:50][C:44]=4[C:43]=3[CH3:52])=[C:39]([CH3:41])[N:40]=2)[N:34]=[C:35]([CH3:37])[CH:36]=1)[CH2:29][CH3:30])[CH3:27], predict the reactants needed to synthesize it. The reactants are: C[O-].[K+].[CH3:4][O:5]CCOCCN(CCOCCOC)CCOCCOC.[CH2:26]([CH:28]([C:31]1[C:32]2[N:33]([C:38]([C:42]3[S:46][C:45]4[CH:47]=[CH:48][C:49](F)=[CH:50][C:44]=4[C:43]=3[CH3:52])=[C:39]([CH3:41])[N:40]=2)[N:34]=[C:35]([CH3:37])[CH:36]=1)[CH2:29][CH3:30])[CH3:27].